Dataset: Reaction yield outcomes from USPTO patents with 853,638 reactions. Task: Predict the reaction yield, written as a fraction of the theoretical maximum amount of product (1.0 means a 100% yield; for example, 0.34 means a 34% yield). (1) The product is [CH3:1][O:2][C:3]1[CH:4]=[C:5]([C:18]([OH:20])=[O:19])[CH:6]=[C:7]2[C:11]=1[NH:10][N:9]=[CH:8]2. The catalyst is C1COCC1.O. The reactants are [CH3:1][O:2][C:3]1[CH:4]=[C:5]([C:18]([O:20]CC)=[O:19])[CH:6]=[C:7]2[C:11]=1[N:10](C1CCCCO1)[N:9]=[CH:8]2.[Li+].[OH-]. The yield is 0.750. (2) The reactants are Br[C:2]1[N:7]=[CH:6][CH:5]=[CH:4][N:3]=1.[C:8]1(B2OC(C)(C)C(C)(C)O2)[CH:13]=[CH:12][C:11]([B:14]2[O:18][C:17]([CH3:20])([CH3:19])[C:16]([CH3:22])([CH3:21])[O:15]2)=[CH:10][CH:9]=1.[O-]P([O-])([O-])=O.[K+].[K+].[K+].O. The catalyst is CN(C=O)C.C1C=CC([P]([Pd]([P](C2C=CC=CC=2)(C2C=CC=CC=2)C2C=CC=CC=2)([P](C2C=CC=CC=2)(C2C=CC=CC=2)C2C=CC=CC=2)[P](C2C=CC=CC=2)(C2C=CC=CC=2)C2C=CC=CC=2)(C2C=CC=CC=2)C2C=CC=CC=2)=CC=1. The product is [CH3:19][C:17]1([CH3:20])[C:16]([CH3:21])([CH3:22])[O:15][B:14]([C:11]2[CH:12]=[CH:13][C:8]([C:2]3[N:7]=[CH:6][CH:5]=[CH:4][N:3]=3)=[CH:9][CH:10]=2)[O:18]1. The yield is 0.280. (3) The reactants are CCN(CC)CC.C([SiH](CC)CC)C.C([O:22][C:23]1[CH:32]=[C:31]2[C:26]([CH:27]=[CH:28][N:29]=[C:30]2[C:33]2[CH:34]=[N:35][N:36]([CH3:38])[CH:37]=2)=[CH:25][N:24]=1)C1C=CC=CC=1. The catalyst is C(Cl)Cl.CC([O-])=O.CC([O-])=O.[Pd+2]. The product is [CH3:38][N:36]1[CH:37]=[C:33]([C:30]2[N:29]=[CH:28][CH:27]=[C:26]3[C:31]=2[CH:32]=[C:23]([OH:22])[N:24]=[CH:25]3)[CH:34]=[N:35]1. The yield is 0.150. (4) The reactants are [CH3:1][O:2][C:3]1[CH:8]=[C:7]([CH:9]=[CH:10][O:11][CH3:12])[C:6]([O:13][CH3:14])=[CH:5][C:4]=1[CH2:15][C@H:16]([NH:18][C:19](=[O:24])[C:20]([F:23])([F:22])[F:21])[CH3:17].[H][H]. The catalyst is C(O)C.[Pd]. The product is [CH3:1][O:2][C:3]1[CH:8]=[C:7]([CH2:9][CH2:10][O:11][CH3:12])[C:6]([O:13][CH3:14])=[CH:5][C:4]=1[CH2:15][C@H:16]([NH:18][C:19](=[O:24])[C:20]([F:21])([F:22])[F:23])[CH3:17]. The yield is 0.890. (5) The reactants are [F:1][C:2]1[CH:3]=[CH:4][C:5]([O:14][CH3:15])=[C:6]([C:8]([CH3:13])([CH3:12])[CH2:9][CH:10]=[O:11])[CH:7]=1.[F:16][C:17]([Si](C)(C)C1C=CC=CC=1)=[CH2:18].[F-].C([N+](CCCC)(CCCC)CCCC)CCC.[F-].[Cs+]. The catalyst is C1COCC1.C(OCC)(=O)C.C(O)(=O)C.O. The product is [F:16][C:17]([CH:10]([OH:11])[CH2:9][C:8]([C:6]1[CH:7]=[C:2]([F:1])[CH:3]=[CH:4][C:5]=1[O:14][CH3:15])([CH3:12])[CH3:13])=[CH2:18]. The yield is 0.595. (6) The reactants are F.F.F.C(N(CC)CC)C.[Si]([O:28][CH2:29][C@H:30]1[O:34][C@@H:33]([N:35]2[CH:42]=[C:41]([CH3:43])[C:39](=[O:40])[NH:38][C:36]2=[O:37])[C@H:32]([O:44][CH2:45][CH2:46][O:47][N:48]([CH3:50])[CH3:49])[C@@H:31]1[OH:51])(C(C)(C)C)(C1C=CC=CC=1)C1C=CC=CC=1.CO. The catalyst is C1COCC1.C(Cl)Cl. The product is [CH3:49][N:48]([CH3:50])[O:47][CH2:46][CH2:45][O:44][C@@H:32]1[C@H:31]([OH:51])[C@@H:30]([CH2:29][OH:28])[O:34][C@H:33]1[N:35]1[CH:42]=[C:41]([CH3:43])[C:39](=[O:40])[NH:38][C:36]1=[O:37]. The yield is 0.925. (7) The reactants are [CH3:1][CH:2]([CH3:33])[CH2:3][C@H:4]([NH:19][C:20]([C@@H:22]1[CH2:25][CH2:24][N:23]1C(OC(C)(C)C)=O)=[O:21])/[CH:5]=[CH:6]/[C:7](=[O:18])[NH:8][C:9]1[S:10][C:11]([C:14]([F:17])([F:16])[F:15])=[N:12][N:13]=1.[C:34]([OH:40])([C:36]([F:39])([F:38])[F:37])=[O:35]. The catalyst is C(Cl)Cl. The product is [F:37][C:36]([F:39])([F:38])[C:34]([OH:40])=[O:35].[CH3:1][CH:2]([CH3:33])[CH2:3][C@H:4]([NH:19][C:20]([C@@H:22]1[CH2:25][CH2:24][NH:23]1)=[O:21])/[CH:5]=[CH:6]/[C:7](=[O:18])[NH:8][C:9]1[S:10][C:11]([C:14]([F:17])([F:15])[F:16])=[N:12][N:13]=1. The yield is 0.460.